Dataset: Reaction yield outcomes from USPTO patents with 853,638 reactions. Task: Predict the reaction yield, written as a fraction of the theoretical maximum amount of product (1.0 means a 100% yield; for example, 0.34 means a 34% yield). (1) The yield is 0.480. The product is [NH2:1][C:2]1[C:7]([Br:14])=[CH:6][C:5]([Cl:8])=[CH:4][N:3]=1. The catalyst is C(O)(=O)C. The reactants are [NH2:1][C:2]1[CH:7]=[CH:6][C:5]([Cl:8])=[CH:4][N:3]=1.C([O-])(=O)C.[Na+].[Br:14]Br. (2) The reactants are [CH3:1][O:2][C:3]([NH:5][NH2:6])=[O:4].C(O)(=O)C.O.[CH3:12][C:13]([CH3:15])=O. No catalyst specified. The product is [CH3:1][O:2][C:3]([NH:5][N:6]=[C:13]([CH3:15])[CH3:12])=[O:4]. The yield is 0.890. (3) The catalyst is C1COCC1. The yield is 0.680. The reactants are [F:1][C:2]1[C:3]([NH:9][CH2:10][C:11]2[CH:16]=[CH:15][CH:14]=[CH:13][C:12]=2[F:17])=[N:4][C:5]([OH:8])=[N:6][CH:7]=1.[N:18]([C:21]1[CH:26]=[CH:25][CH:24]=[CH:23][CH:22]=1)=[C:19]=[O:20]. The product is [F:1][C:2]1[C:3]([NH:9][CH2:10][C:11]2[CH:16]=[CH:15][CH:14]=[CH:13][C:12]=2[F:17])=[N:4][C:5](=[O:8])[N:6]([C:19]([NH:18][C:21]2[CH:26]=[CH:25][CH:24]=[CH:23][CH:22]=2)=[O:20])[CH:7]=1. (4) The reactants are [H-].[Na+].[CH3:3][N:4]1[CH:8]=[N:7][C:6]([C:9]([O-:11])=[O:10])=[N:5]1.[CH3:12][Si:13]([CH2:16][CH2:17][O:18]CCl)([CH3:15])[CH3:14].[CH3:21]N(C=O)C. No catalyst specified. The product is [CH3:21][O:10][C:9]([C:6]1[N:7]=[CH:8][N:4]([CH2:3][O:18][CH2:17][CH2:16][Si:13]([CH3:15])([CH3:14])[CH3:12])[N:5]=1)=[O:11]. The yield is 0.410. (5) The reactants are Br[C:2]1[CH:3]=[C:4]([S:8]([NH:11][C:12]2[CH:17]=[CH:16][CH:15]=[CH:14][C:13]=2[S:18](=[O:21])(=[O:20])[NH2:19])(=[O:10])=[O:9])[CH:5]=[CH:6][CH:7]=1.[CH3:22][C:23]([CH3:27])([CH3:26])[C:24]#[CH:25]. No catalyst specified. The product is [CH3:22][C:23]([CH3:27])([CH3:26])[C:24]#[C:25][C:2]1[CH:3]=[C:4]([S:8]([NH:11][C:12]2[CH:17]=[CH:16][CH:15]=[CH:14][C:13]=2[S:18](=[O:21])(=[O:20])[NH2:19])(=[O:10])=[O:9])[CH:5]=[CH:6][CH:7]=1. The yield is 0.270. (6) The reactants are [Br:1][C:2]1[CH:7]=[CH:6][C:5]([CH:8]2[CH2:10][O:9]2)=[C:4]([F:11])[CH:3]=1.[NH2:12][CH2:13][CH2:14][OH:15].CCOC(C)=O.C1COCC1. The catalyst is C1COCC1. The product is [Br:1][C:2]1[CH:7]=[CH:6][C:5]([CH:8]([OH:9])[CH2:10][NH:12][CH2:13][CH2:14][OH:15])=[C:4]([F:11])[CH:3]=1. The yield is 0.760. (7) The reactants are CN(C(ON1N=N[C:11]2[CH:12]=[CH:13][CH:14]=[CH:15][C:10]1=2)=[N+](C)C)C.[B-](F)(F)(F)F.[F:23][C:24]1[CH:29]=[CH:28][C:27]([N:30]2[C:33](=[O:34])[C@H:32]([S:35][CH2:36][C:37]([C:39]3[CH:44]=[CH:43][C:42]([F:45])=[CH:41][CH:40]=3)=[O:38])[C@H:31]2[C:46]2[CH:60]=[CH:59][C:49]([O:50][CH2:51][C:52]([NH:54][CH2:55][C:56]([OH:58])=O)=[O:53])=[CH:48][CH:47]=2)=[CH:26][CH:25]=1.[CH3:61][N:62]1CCOCC1.[BH4-].[Na+].[C:70]([O-:73])(=[O:72])[CH3:71].[NH4+]. The catalyst is CN(C=O)C.CO. The product is [F:23][C:24]1[CH:25]=[CH:26][C:27]([N:30]2[C:33](=[O:34])[C@H:32]([S:35][CH2:36][CH:37]([C:39]3[CH:40]=[CH:41][C:42]([F:45])=[CH:43][CH:44]=3)[OH:38])[C@H:31]2[C:46]2[CH:47]=[CH:48][C:49]([O:50][CH2:51][C:52]([NH:54][CH2:55][C:56]([N:62]([CH2:61][C:10]3[CH:11]=[CH:12][CH:13]=[CH:14][CH:15]=3)[CH2:71][C:70]([OH:73])=[O:72])=[O:58])=[O:53])=[CH:59][CH:60]=2)=[CH:28][CH:29]=1. The yield is 0.530. (8) The reactants are [CH3:1][C:2]([CH3:31])([CH:12]([OH:30])[C:13]1[CH:18]=[CH:17][N:16]=[C:15]([C:19]2[S:20][C:21]3[CH:29]=[CH:28][CH:27]=[CH:26][C:22]=3[C:23](=[O:25])[N:24]=2)[CH:14]=1)[C:3]([O:5]CC[Si](C)(C)C)=[O:4].[F-].C([N+](CCCC)(CCCC)CCCC)CCC. The catalyst is O1CCCC1. The product is [CH3:1][C:2]([CH3:31])([CH:12]([OH:30])[C:13]1[CH:18]=[CH:17][N:16]=[C:15]([C:19]2[S:20][C:21]3[CH:29]=[CH:28][CH:27]=[CH:26][C:22]=3[C:23](=[O:25])[N:24]=2)[CH:14]=1)[C:3]([OH:5])=[O:4]. The yield is 0.510.